This data is from Full USPTO retrosynthesis dataset with 1.9M reactions from patents (1976-2016). The task is: Predict the reactants needed to synthesize the given product. (1) Given the product [F:52][C:25]([F:24])([F:51])[C:26]1[CH:27]=[C:28]([NH:36][C:37]([N:39]2[CH2:44][CH2:43][N:42]([C:45]3[C:49]([O:15][CH2:14][C:12]4[CH:11]=[CH:10][N:9]=[C:8]([Br:7])[CH:13]=4)=[N:48][S:47][N:46]=3)[CH2:41][CH2:40]2)=[O:38])[CH:29]=[C:30]([C:32]([F:33])([F:35])[F:34])[CH:31]=1, predict the reactants needed to synthesize it. The reactants are: CC(C)([O-])C.[K+].[Br:7][C:8]1[CH:13]=[C:12]([CH2:14][OH:15])[CH:11]=[CH:10][N:9]=1.BrC1C=C(C)C=CN=1.[F:24][C:25]([F:52])([F:51])[C:26]1[CH:27]=[C:28]([NH:36][C:37]([N:39]2[CH2:44][CH2:43][N:42]([C:45]3[C:49](Cl)=[N:48][S:47][N:46]=3)[CH2:41][CH2:40]2)=[O:38])[CH:29]=[C:30]([C:32]([F:35])([F:34])[F:33])[CH:31]=1. (2) Given the product [CH2:25]([O:23][C:22]([C:21]1[C:4]2[O:3][B:2]([OH:1])[C@@H:7]([NH:8][C:9](=[O:17])[CH2:10][CH2:11][C:12]3[S:16][CH:15]=[N:14][CH:13]=3)[CH2:6][C:5]=2[CH:18]=[CH:19][CH:20]=1)=[O:24])[CH3:26], predict the reactants needed to synthesize it. The reactants are: [OH:1][B:2]1[CH:7]([NH:8][C:9](=[O:17])[CH2:10][CH2:11][C:12]2[S:16][CH:15]=[N:14][CH:13]=2)[CH2:6][C:5]2[CH:18]=[CH:19][CH:20]=[C:21]([C:22]([OH:24])=[O:23])[C:4]=2[O:3]1.[CH2:25](O)[CH3:26]. (3) Given the product [Cl:1][C:2]1[CH:21]=[CH:20][C:19]([O:22][CH2:33][CH2:32][N:31]([CH3:35])[CH3:30])=[CH:18][C:3]=1[C:4]([NH:6][CH2:7][C:8]12[CH2:17][CH:12]3[CH2:11][CH:10]([CH2:16][CH:14]([CH2:13]3)[CH2:15]1)[CH2:9]2)=[O:5], predict the reactants needed to synthesize it. The reactants are: [Cl:1][C:2]1[CH:21]=[CH:20][C:19]([OH:22])=[CH:18][C:3]=1[C:4]([NH:6][CH2:7][C:8]12[CH2:17][CH:12]3[CH2:13][CH:14]([CH2:16][CH:10]([CH2:11]3)[CH2:9]1)[CH2:15]2)=[O:5].C(=O)([O-])[O-].[K+].[K+].Cl.[CH3:30][N:31]([CH3:35])[CH2:32][CH2:33]Cl.Cl. (4) Given the product [F:32][C:2]1([F:1])[CH:7]([O:8][C:9]([F:10])([F:11])[F:12])[CH2:6][CH2:5][N:4]([C:13]2[CH:18]=[C:17]([CH2:19][NH2:20])[C:16]([F:31])=[CH:15][N:14]=2)[CH2:3]1, predict the reactants needed to synthesize it. The reactants are: [F:1][C:2]1([F:32])[CH:7]([O:8][C:9]([F:12])([F:11])[F:10])[CH2:6][CH2:5][N:4]([C:13]2[CH:18]=[C:17]([CH2:19][N:20]3C(=O)C4C(=CC=CC=4)C3=O)[C:16]([F:31])=[CH:15][N:14]=2)[CH2:3]1.O.NN. (5) Given the product [CH2:28]([NH:32][CH2:1][C:3]1[N:4]=[CH:5][C:6]([NH:9][C:10](=[O:27])[CH:11]([NH:15][C:16](=[O:26])[CH2:17][C:18]2[CH:23]=[C:22]([F:24])[CH:21]=[C:20]([F:25])[CH:19]=2)[CH2:12][CH2:13][CH3:14])=[N:7][CH:8]=1)[CH:29]([CH3:31])[CH3:30], predict the reactants needed to synthesize it. The reactants are: [CH:1]([C:3]1[N:4]=[CH:5][C:6]([NH:9][C:10](=[O:27])[CH:11]([NH:15][C:16](=[O:26])[CH2:17][C:18]2[CH:23]=[C:22]([F:24])[CH:21]=[C:20]([F:25])[CH:19]=2)[CH2:12][CH2:13][CH3:14])=[N:7][CH:8]=1)=O.[CH2:28]([NH2:32])[CH:29]([CH3:31])[CH3:30].S([O-])([O-])(=O)=O.[Na+].[Na+].C(O[BH-](OC(=O)C)OC(=O)C)(=O)C.[Na+]. (6) Given the product [CH3:1][C@:2]12[C@@:19]3([CH3:20])[C@@H:10]([C@:11]4([CH3:32])[C@@H:16]([CH2:17][CH2:18]3)[C:15]([CH3:21])([CH3:22])[C:14]([C:23]3[CH:31]=[CH:30][C:26]([C:27]([OH:29])=[O:28])=[CH:25][CH:24]=3)=[CH:13][CH2:12]4)[CH2:9][CH2:8][C@@H:7]1[C@H:6]1[C@H:33]([C:36]([CH3:38])=[CH2:37])[CH2:34][CH2:35][C@:5]1([NH:39][CH2:40][CH2:41][NH:42][C:50]1[S:51][CH:52]=[CH:53][N:54]=1)[CH2:4][CH2:3]2, predict the reactants needed to synthesize it. The reactants are: [CH3:1][C@:2]12[C@@:19]3([CH3:20])[C@@H:10]([C@:11]4([CH3:32])[C@@H:16]([CH2:17][CH2:18]3)[C:15]([CH3:22])([CH3:21])[C:14]([C:23]3[CH:31]=[CH:30][C:26]([C:27]([OH:29])=[O:28])=[CH:25][CH:24]=3)=[CH:13][CH2:12]4)[CH2:9][CH2:8][C@@H:7]1[C@H:6]1[C@H:33]([C:36]([CH3:38])=[CH2:37])[CH2:34][CH2:35][C@:5]1([NH:39][CH2:40][CH2:41][NH:42]C1C=NC=CC=1)[CH2:4][CH2:3]2.Br[C:50]1[S:51][CH:52]=[CH:53][N:54]=1.C(O)(C(F)(F)F)=O. (7) Given the product [Cl:1][CH2:2][C:3](=[O:9])[CH2:4][C:5]([O:7][CH2:8][CH:11]([CH3:12])[CH3:10])=[O:6], predict the reactants needed to synthesize it. The reactants are: [Cl:1][CH2:2][C:3](=[O:9])[CH2:4][C:5]([O:7][CH3:8])=[O:6].[CH2:10](O)[CH:11](C)[CH3:12]. (8) The reactants are: [NH:1]1[CH2:4][CH:3]([O:5][C:6]2[CH:19]=[CH:18][C:9]([CH2:10][N:11]3[CH2:16][CH2:15][N:14]([CH3:17])[CH2:13][CH2:12]3)=[C:8]([Cl:20])[CH:7]=2)[CH2:2]1.[CH3:21][O:22][C:23]1[CH:28]=[CH:27][C:26]([C:29]2[O:33][C:32]([C:34](OCC)=[O:35])=[N:31][N:30]=2)=[CH:25][CH:24]=1. Given the product [Cl:20][C:8]1[CH:7]=[C:6]([CH:19]=[CH:18][C:9]=1[CH2:10][N:11]1[CH2:12][CH2:13][N:14]([CH3:17])[CH2:15][CH2:16]1)[O:5][CH:3]1[CH2:4][N:1]([C:34]([C:32]2[O:33][C:29]([C:26]3[CH:27]=[CH:28][C:23]([O:22][CH3:21])=[CH:24][CH:25]=3)=[N:30][N:31]=2)=[O:35])[CH2:2]1, predict the reactants needed to synthesize it. (9) Given the product [CH3:1][N:2]1[C:10]([CH2:11][CH:12]2[CH2:13][N:14]([C:16]([O:18][C:19]([CH3:22])([CH3:21])[CH3:20])=[O:17])[CH2:15]2)=[N:9][C:8]2[C:3]1=[N:4][C:5]([N:29]1[C:33]3[CH:34]=[CH:35][CH:36]=[CH:37][C:32]=3[N:31]=[C:30]1[CH2:38][CH3:39])=[N:6][C:7]=2[N:23]1[CH2:24][CH2:25][O:26][CH2:27][CH2:28]1, predict the reactants needed to synthesize it. The reactants are: [CH3:1][N:2]1[C:10]([CH:11]=[C:12]2[CH2:15][N:14]([C:16]([O:18][C:19]([CH3:22])([CH3:21])[CH3:20])=[O:17])[CH2:13]2)=[N:9][C:8]2[C:3]1=[N:4][C:5]([N:29]1[C:33]3[CH:34]=[CH:35][CH:36]=[CH:37][C:32]=3[N:31]=[C:30]1[CH2:38][CH3:39])=[N:6][C:7]=2[N:23]1[CH2:28][CH2:27][O:26][CH2:25][CH2:24]1. (10) Given the product [Cl:16][C:17]1[CH:22]=[CH:21][C:20]([S:23][C:2]2[CH:12]=[CH:11][C:5]([C:6]([O:8][CH2:9][CH3:10])=[O:7])=[CH:4][C:3]=2[N+:13]([O-:15])=[O:14])=[CH:19][CH:18]=1, predict the reactants needed to synthesize it. The reactants are: Cl[C:2]1[CH:12]=[CH:11][C:5]([C:6]([O:8][CH2:9][CH3:10])=[O:7])=[CH:4][C:3]=1[N+:13]([O-:15])=[O:14].[Cl:16][C:17]1[CH:22]=[CH:21][C:20]([SH:23])=[CH:19][CH:18]=1.C(=O)([O-])[O-].[K+].[K+].